Binary Classification. Given a miRNA mature sequence and a target amino acid sequence, predict their likelihood of interaction. From a dataset of Experimentally validated miRNA-target interactions with 360,000+ pairs, plus equal number of negative samples. (1) The miRNA is gga-miR-21-5p with sequence UAGCUUAUCAGACUGAUGUUGA. The protein sequence of the target gene is MAIPKHSLSPVPWEEDSFLQVKVEEEEEASLSQGGESSHDHIAHSEAARLRFRHFRYEEASGPHEALAHLRALCCQWLQPEAHSKEQILELLVLEQFLGALPPEIQAWVGAQSPKSGEEAAVLVEDLTQVLDKRGWDPGAEPTEASCKQSDLGESEPSNVTETLMGGVSLGPAFVKACEPEGSSERSGLSGEIWTKSVTQQIHFKKTSGPYKDVPTDQRGRESGASRNSSSAWPNLTSQEKPPSEDKFDLVDAYGTEPPYTYSGKRSSKCRECRKMFQSASALEAHQKTHSRKTPYACSE.... Result: 0 (no interaction). (2) The miRNA is mmu-miR-34b-5p with sequence AGGCAGUGUAAUUAGCUGAUUGU. The protein sequence of the target gene is MWLFTVNQVLRKMQRRHSSNTDNIPPERNRSQALSSEASVDEGGVFESLKAEAASPPALFSGLSGSLPTSSFPSSLVLGSSAGGGDVFIQMPASREEGGGRGEGGAYHHRQPHHHFHHGGHRGGSLLQHVGGDHRGHSEEGGDEQPGTPAPALSELKAVICWLQKGLPFILILLAKLCFQHKLGIAVCIGMASTFAYANSTLREQVSLKEKRSVLVILWILAFLAGNTLYVLYTFSSQQLYNSLIFLKPNLEMLDFFDLLWIVGIADFVLKYITIALKCLIVALPKIILAVKSKGKFYLV.... Result: 0 (no interaction). (3) The miRNA is bta-miR-146b with sequence UGAGAACUGAAUUCCAUAGGCUGU. The protein sequence of the target gene is MRPLAGGLLKVVFVVFASLCAWYSGYLLAELIPDAPLSSAAYSIRSIGERPVLKAPVPKRQKCDHWTPCPSDTYAYRLLSGGGRSKYAKICFEDNLLMGEQLGNVARGINIAIVNYVTGNVTATRCFDMYEGDNSGPMTKFIQSAAPKSLLFMVTYDDGSTRLNNDAKNAIEALGSKEIRNMKFRSSWVFIAAKGLELPSEIQREKINHSDAKNNRYSGWPAEIQIEGCIPKERS. Result: 0 (no interaction). (4) The miRNA is hsa-miR-152-3p with sequence UCAGUGCAUGACAGAACUUGG. The protein sequence of the target gene is MDSLFVEEVAASLVREFLSRKGLKKTCVTMDQERPRSDLSINNRNDLRKVLHLEFLYKENKAKENPLKTSLELITRYFLDHFGNTANNFTQDTPIPALSVPKKNNKVPSRCSETTLVNIYDLSDEDAGWRTSLSETSKARHDNLDGDVLGNFVSSKRPPHKSKPMQTVPGETPVLTSAWEKIDKLHSEPSLDVKRMGENSRPKSGLIVRGMMSGPIASSPQDSFHRHYLRRSSPSSSSTQPQEESRKVPELFVCTQQDILASSNSSPSRTSLGQLSELTVERQKTTASSPPHLPSKRLPP.... Result: 0 (no interaction). (5) The miRNA is hsa-miR-208b-3p with sequence AUAAGACGAACAAAAGGUUUGU. The protein sequence of the target gene is MEGGGGSGNKTTGGLAGFFGAGGAGYSHADLAGVPLTGMNPLSPYLNVDPRYLVQDTDEFILPTGANKTRGRFELAFFTIGGCCMTGAAFGAMNGLRLGLKETQNMAWSKPRNVQILNMVTRQGALWANTLGSLALLYSAFGVIIEKTRGAEDDLNTVAAGTMTGMLYKCTGGLRGIARGGLTGLTLTSLYALYNNWEHMKGSLLQQSL. Result: 0 (no interaction). (6) The miRNA is mmu-miR-29b-1-5p with sequence GCUGGUUUCAUAUGGUGGUUUA. The protein sequence of the target gene is MMLIPTHHFRNIERKPEYLQPEKCVPPPYPGPVGTMWFIRDGCGIACAIVTWFLVLYAEFVVLFVMLIPSRDYVYSIINGIVFNLLAFLALASHCRAMLTDPGAVPKGNATKEFIESLQLKPGQVVYKCPKCCSIKPDRAHHCSVCKRCIRKMDHHCPWVNNCVGENNQKYFVLFTMYIALISLHALIMVGFHFLHCFEEDWTKCSSFSPPTTVILLILLCFEGLLFLIFTSVMFGTQVHSICTDETGIEQLKKEERRWAKKTKWMNMKAVFGHPFSLGWASPFATPDQGKADPYQYVV. Result: 0 (no interaction). (7) The miRNA is hsa-miR-4633-3p with sequence AGGAGCUAGCCAGGCAUAUGCA. The protein sequence of the target gene is MYSMMMETDLHSPGGAQAPTNLSGPAGAGGGGGGGGGGGGGGGTKANQDRVKRPMNAFMVWSRGQRRKMAQENPKMHNSEISKRLGAEWKVMSEAEKRPFIDEAKRLRALHMKEHPDYKYRPRRKTKTLLKKDKYSLAGGLLAAGAGGGGAAVAMGVGVGVGAAAVGQRLESPGGAAGGGYAHVNGWANGAYPGSVAAAAAAAAMMQEAQLAYGQHPGAGGAHPHAHPAHPHPHHPHAHPHNPQPMHRYDMGALQYSPISNSQGYMSASPSGYGGIPYGAAAAAAAAAGGAHQNSAVAAA.... Result: 0 (no interaction). (8) The miRNA is hsa-miR-6777-3p with sequence UCCACUCUCCUGGCCCCCAG. The protein sequence of the target gene is MLPSLQESMDGDEKELESSEEGGSAEERRLEPPSSSHYCLYSYRGSRLAQQRGDSEDGSPSGTNAETPSGDDFSLSLADTNLPSEVEPELRSFIAKRLSRGAVFEGLGNVASVELKIPGYRVGCYYCLFQNEKLLPETVTIDSERNPSEYVVCFLGGSEKGLELFRLELDKYIQGLKNNMNCEARGLESHIKSYLSSWFEDVVCPIQRVVLLFQEKLTFLLHAALSYTPVEVKESDEKTKRDINRFLSVASLQGLIHEGTMTSLCMAMTEEQHKSVVIDCSSSQPQFCNAGSNRFCEDWM.... Result: 1 (interaction). (9) The miRNA is hsa-miR-124-5p with sequence CGUGUUCACAGCGGACCUUGAU. The protein sequence of the target gene is MDVRIKCNSEEPESPEQKILASSQRLLQFTNCRLVRDHRIIHDDLWVRDGRIVNPEPVFFDERTKAHCRIDCGGAIIAPGYIDLQINGGYGVDFSYDTETIEEGVATVARGLVKSGVTSFCPTLVTSPSDSYHTILPRIPAEVPKGAGILGIHAEGPFINPQKKGAHPEHCIQTIDKGLSTLKETYGSLERIKIITLAPEKVTDPEVIGQLVERGITVALGHSMASLSDGERAVQQGATLITHLFNAMLPFHHRDPGLVGLLASDAVPHGRTVYFGIISDGVHTHPAALRIAYRTHPQGL.... Result: 0 (no interaction).